From a dataset of Peptide-MHC class I binding affinity with 185,985 pairs from IEDB/IMGT. Regression. Given a peptide amino acid sequence and an MHC pseudo amino acid sequence, predict their binding affinity value. This is MHC class I binding data. (1) The peptide sequence is FITDNVHTW. The MHC is HLA-B53:01 with pseudo-sequence HLA-B53:01. The binding affinity (normalized) is 0.585. (2) The peptide sequence is YVIGLLPQS. The MHC is HLA-A02:01 with pseudo-sequence HLA-A02:01. The binding affinity (normalized) is 0. (3) The peptide sequence is NLEPGTFDL. The MHC is HLA-B27:05 with pseudo-sequence HLA-B27:05. The binding affinity (normalized) is 0.0847.